This data is from Reaction yield outcomes from USPTO patents with 853,638 reactions. The task is: Predict the reaction yield, written as a fraction of the theoretical maximum amount of product (1.0 means a 100% yield; for example, 0.34 means a 34% yield). (1) The reactants are Cl[CH2:2][C:3]([N:5]1[CH2:10][CH2:9][N:8]([C:11]([O:13][C:14]([CH3:17])([CH3:16])[CH3:15])=[O:12])[CH2:7][CH:6]1[C:18]([OH:31])([C:25]1[CH:30]=[CH:29][CH:28]=[CH:27][CH:26]=1)[C:19]1[CH:24]=[CH:23][CH:22]=[CH:21][CH:20]=1)=[O:4].[H-].[Na+].C(OCC)(=O)C. The catalyst is O1CCCC1. The product is [O:4]=[C:3]1[CH2:2][O:31][C:18]([C:25]2[CH:30]=[CH:29][CH:28]=[CH:27][CH:26]=2)([C:19]2[CH:24]=[CH:23][CH:22]=[CH:21][CH:20]=2)[CH:6]2[CH2:7][N:8]([C:11]([O:13][C:14]([CH3:17])([CH3:16])[CH3:15])=[O:12])[CH2:9][CH2:10][N:5]12. The yield is 0.930. (2) The reactants are P(Cl)(Cl)([Cl:3])=O.[NH:6]1[C:14]2[C:9](=[CH:10][CH:11]=[CH:12][CH:13]=2)[CH2:8][C:7]1=O.CN([CH:19]=[O:20])C. No catalyst specified. The product is [Cl:3][C:7]1[NH:6][C:14]2[C:9]([C:8]=1[CH:19]=[O:20])=[CH:10][CH:11]=[CH:12][CH:13]=2. The yield is 0.840. (3) The reactants are [CH3:1][O:2][C:3](=[O:33])[NH:4][CH:5]([C:9]([N:11]1[CH2:15][CH:14]([CH2:16][O:17][CH:18]([F:20])[F:19])[CH2:13][CH:12]1[C:21]1[NH:22][C:23]([C:26]2[CH:31]=[CH:30][C:29](Br)=[CH:28][CH:27]=2)=[CH:24][N:25]=1)=[O:10])[CH:6]([CH3:8])[CH3:7].[CH3:34][O:35][C:36](=[O:69])[NH:37][CH:38]([C:42]([N:44]1[CH2:48][CH2:47][CH2:46][CH:45]1[C:49]1[NH:50][C:51]([C:54]2[CH:59]=[CH:58][C:57](B3OC(C)(C)C(C)(C)O3)=[CH:56][CH:55]=2)=[CH:52][N:53]=1)=[O:43])[CH:39]([CH3:41])[CH3:40].C([O-])([O-])=O.[K+].[K+]. The catalyst is COCCOC.C1C=CC([P]([Pd]([P](C2C=CC=CC=2)(C2C=CC=CC=2)C2C=CC=CC=2)([P](C2C=CC=CC=2)(C2C=CC=CC=2)C2C=CC=CC=2)[P](C2C=CC=CC=2)(C2C=CC=CC=2)C2C=CC=CC=2)(C2C=CC=CC=2)C2C=CC=CC=2)=CC=1. The product is [CH3:1][O:2][C:3](=[O:33])[NH:4][CH:5]([C:9]([N:11]1[CH2:15][CH:14]([CH2:16][O:17][CH:18]([F:20])[F:19])[CH2:13][CH:12]1[C:21]1[NH:22][C:23]([C:26]2[CH:31]=[CH:30][C:29]([C:57]3[CH:58]=[CH:59][C:54]([C:51]4[NH:50][C:49]([CH:45]5[CH2:46][CH2:47][CH2:48][N:44]5[C:42](=[O:43])[CH:38]([NH:37][C:36]([O:35][CH3:34])=[O:69])[CH:39]([CH3:41])[CH3:40])=[N:53][CH:52]=4)=[CH:55][CH:56]=3)=[CH:28][CH:27]=2)=[CH:24][N:25]=1)=[O:10])[CH:6]([CH3:8])[CH3:7]. The yield is 0.300. (4) The reactants are [C:1]1([C:7]2[CH:12]=[C:11]([CH:13]3[CH2:18][NH:17][C:16](=[O:19])[NH:15][CH2:14]3)[CH:10]=[CH:9][C:8]=2[NH:20][C:21]([C:23]2[N:24](COCC[Si](C)(C)C)[CH:25]=[C:26]([C:28]#[N:29])[N:27]=2)=[O:22])[CH2:6][CH2:5][CH2:4][CH2:3][CH:2]=1.CCO.[C:41]([OH:47])([C:43]([F:46])([F:45])[F:44])=[O:42]. The catalyst is C(Cl)Cl. The product is [F:44][C:43]([F:46])([F:45])[C:41]([OH:47])=[O:42].[C:1]1([C:7]2[CH:12]=[C:11]([CH:13]3[CH2:18][NH:17][C:16](=[O:19])[NH:15][CH2:14]3)[CH:10]=[CH:9][C:8]=2[NH:20][C:21]([C:23]2[NH:24][CH:25]=[C:26]([C:28]#[N:29])[N:27]=2)=[O:22])[CH2:6][CH2:5][CH2:4][CH2:3][CH:2]=1. The yield is 0.0800. (5) The reactants are [CH:1]([N:4]([CH2:8][CH2:9][CH:10]([C:17]1[CH:22]=[C:21]([CH3:23])[CH:20]=[CH:19][C:18]=1[OH:24])[C:11]1[CH:16]=[CH:15][CH:14]=[CH:13][CH:12]=1)[CH:5]([CH3:7])[CH3:6])([CH3:3])[CH3:2].[C:25]([OH:34])(=[O:33])[C@@H:26]([C@H:28]([C:30]([OH:32])=[O:31])[OH:29])[OH:27]. The catalyst is C(O)C. The product is [C:30]([CH:28]([CH:26]([C:25]([OH:34])=[O:33])[OH:27])[OH:29])([OH:32])=[O:31].[CH:1]([N:4]([CH2:8][CH2:9][CH:10]([C:17]1[CH:22]=[C:21]([CH3:23])[CH:20]=[CH:19][C:18]=1[OH:24])[C:11]1[CH:12]=[CH:13][CH:14]=[CH:15][CH:16]=1)[CH:5]([CH3:7])[CH3:6])([CH3:2])[CH3:3]. The yield is 0.360.